From a dataset of Reaction yield outcomes from USPTO patents with 853,638 reactions. Predict the reaction yield, written as a fraction of the theoretical maximum amount of product (1.0 means a 100% yield; for example, 0.34 means a 34% yield). (1) The reactants are [CH3:1]/[C:2](/[CH2:6][CH2:7][CH:8]=[C:9]([CH3:11])[CH3:10])=[CH:3]\[CH:4]=[O:5].[SH:12][CH2:13][CH2:14][C:15]([O:17][CH3:18])=[O:16].CC(=CCCC(=CC=O)C)C. The catalyst is C1CCN2C(=NCCC2)CC1. The product is [CH3:1][C:2]([S:12][CH2:13][CH2:14][C:15]([O:17][CH3:18])=[O:16])([CH2:6][CH2:7][CH:8]=[C:9]([CH3:11])[CH3:10])[CH2:3][CH:4]=[O:5]. The yield is 0.700. (2) The reactants are [CH3:1][O:2][C:3]([C:5]1[C:13]2[N:12]=[C:11]([C:14]3[C:19]([F:20])=[C:18]([F:21])[C:17]([C:22]4[CH:27]=[CH:26][C:25]([CH2:28][OH:29])=[CH:24][CH:23]=4)=[C:16]([F:30])[C:15]=3[F:31])[NH:10][C:9]=2[CH:8]=[C:7]([CH3:32])[CH:6]=1)=[O:4].[Cr](O[Cr]([O-])(=O)=O)([O-])(=O)=O.[NH+]1C=CC=CC=1.[NH+]1C=CC=CC=1. The catalyst is O1CCCC1. The product is [CH3:1][O:2][C:3]([C:5]1[C:13]2[N:12]=[C:11]([C:14]3[C:15]([F:31])=[C:16]([F:30])[C:17]([C:22]4[CH:23]=[CH:24][C:25]([CH:28]=[O:29])=[CH:26][CH:27]=4)=[C:18]([F:21])[C:19]=3[F:20])[NH:10][C:9]=2[CH:8]=[C:7]([CH3:32])[CH:6]=1)=[O:4]. The yield is 0.741.